Dataset: Forward reaction prediction with 1.9M reactions from USPTO patents (1976-2016). Task: Predict the product of the given reaction. (1) Given the reactants [C@@H:1]1([C:12]2[C:20]3[C:15](=[CH:16][CH:17]=[C:18]([CH3:21])[CH:19]=3)[N:14]([CH2:22][C:23]3[CH:28]=[CH:27][C:26]([OH:29])=[CH:25][CH:24]=3)[CH:13]=2)[O:9][C@H:8]([CH2:10][OH:11])[C@@H:6]([OH:7])[C@H:4]([OH:5])[C@H:2]1[OH:3].C(=O)([O-])[O-].[Cs+].[Cs+].[I-].[Na+].[CH2:38](Br)[CH3:39].[Cl-].[Na+], predict the reaction product. The product is: [CH2:38]([O:29][C:26]1[CH:25]=[CH:24][C:23]([CH2:22][N:14]2[C:15]3[C:20](=[CH:19][C:18]([CH3:21])=[CH:17][CH:16]=3)[C:12]([C@@H:1]3[O:9][C@H:8]([CH2:10][OH:11])[C@@H:6]([OH:7])[C@H:4]([OH:5])[C@H:2]3[OH:3])=[CH:13]2)=[CH:28][CH:27]=1)[CH3:39]. (2) Given the reactants [Cl:1][C:2]1[CH:3]=[C:4]([CH:8]2[C:12]3[NH:13][C:14]([C:16]([O:18]C)=[O:17])=[CH:15][C:11]=3[CH2:10][CH2:9]2)[CH:5]=[CH:6][CH:7]=1.[OH-].[Li+].CO, predict the reaction product. The product is: [Cl:1][C:2]1[CH:3]=[C:4]([CH:8]2[C:12]3[NH:13][C:14]([C:16]([OH:18])=[O:17])=[CH:15][C:11]=3[CH2:10][CH2:9]2)[CH:5]=[CH:6][CH:7]=1. (3) Given the reactants [CH3:1][N:2]([CH2:18][C:19]([OH:21])=O)[NH:3][C:4](=[O:17])[NH:5][CH2:6][C:7]1[C:16]2[C:11](=[CH:12][CH:13]=[CH:14][CH:15]=2)[CH:10]=[CH:9][CH:8]=1.[NH2:22][C@@H:23]([CH2:46][C:47]1[CH:52]=[CH:51][C:50]([O:53][C:54]([CH3:57])([CH3:56])[CH3:55])=[CH:49][CH:48]=1)[C:24]([N:26]([CH2:36][C:37]1[C:38]2[CH:45]=[CH:44][CH:43]=[CH:42][C:39]=2[S:40][CH:41]=1)[C@@H:27]([CH3:35])[CH:28]([O:32][CH2:33][CH3:34])[O:29][CH2:30][CH3:31])=[O:25], predict the reaction product. The product is: [S:40]1[CH:41]=[C:37]([CH2:36][N:26]([C@@H:27]([CH3:35])[CH:28]([O:29][CH2:30][CH3:31])[O:32][CH2:33][CH3:34])[C:24](=[O:25])[C@@H:23]([NH:22][C:19](=[O:21])[CH2:18][N:2]([CH3:1])[NH:3][C:4]([NH:5][CH2:6][C:7]2[C:16]3[C:11](=[CH:12][CH:13]=[CH:14][CH:15]=3)[CH:10]=[CH:9][CH:8]=2)=[O:17])[CH2:46][C:47]2[CH:48]=[CH:49][C:50]([O:53][C:54]([CH3:55])([CH3:57])[CH3:56])=[CH:51][CH:52]=2)[C:38]2[CH:45]=[CH:44][CH:43]=[CH:42][C:39]1=2. (4) Given the reactants [OH:1]I1(=O)C2C=CC=CC=2C(=O)O1.[OH:13][C:14]1[CH:15]=[CH:16][C:17]2[CH2:18][C@H:19]3[N:30]([C:31]([O:33][CH2:34][C:35]4[CH:40]=[CH:39][CH:38]=[CH:37][CH:36]=4)=[O:32])[CH2:29][CH2:28][C@@:25]4([C:26]=2[CH:27]=1)[C@H:20]3[CH2:21][CH2:22][CH2:23][CH2:24]4.[BH4-].[Na+].C(O)(=O)C, predict the reaction product. The product is: [OH:1][C:15]1[C:14]([OH:13])=[CH:27][C:26]2[C@:25]34[CH2:28][CH2:29][N:30]([C:31]([O:33][CH2:34][C:35]5[CH:40]=[CH:39][CH:38]=[CH:37][CH:36]=5)=[O:32])[C@@H:19]([C@@H:20]3[CH2:21][CH2:22][CH2:23][CH2:24]4)[CH2:18][C:17]=2[CH:16]=1. (5) Given the reactants [Cl:1][C:2]([O:4][C:5](Cl)(Cl)Cl)=[O:3].[N:9]12[CH2:16]C[CH:12]([CH2:13][CH2:14]1)[C@@H:11](O)[CH2:10]2, predict the reaction product. The product is: [ClH:1].[Cl:1][C:2]([O:4][C@@H:5]1[CH:12]2[CH2:13][CH2:14][N:9]([CH2:10][CH2:11]2)[CH2:16]1)=[O:3].